Dataset: Reaction yield outcomes from USPTO patents with 853,638 reactions. Task: Predict the reaction yield, written as a fraction of the theoretical maximum amount of product (1.0 means a 100% yield; for example, 0.34 means a 34% yield). (1) The reactants are [OH:1][CH2:2][C@H:3]([NH:12][C:13](=[O:19])[O:14][C:15]([CH3:18])([CH3:17])[CH3:16])[CH2:4][O:5][CH:6]1[CH2:11][CH2:10][CH2:9][CH2:8][O:7]1.N1C=CN=C1.[CH3:25][C:26]([Si:29](Cl)([C:36]1[CH:41]=[CH:40][CH:39]=[CH:38][CH:37]=1)[C:30]1[CH:35]=[CH:34][CH:33]=[CH:32][CH:31]=1)([CH3:28])[CH3:27].COC1C=CC(C=O)=CC=1. The catalyst is CCOC(C)=O.CN(C=O)C. The product is [Si:29]([O:1][CH2:2][C@H:3]([NH:12][C:13](=[O:19])[O:14][C:15]([CH3:16])([CH3:18])[CH3:17])[CH2:4][O:5][CH:6]1[CH2:11][CH2:10][CH2:9][CH2:8][O:7]1)([C:26]([CH3:28])([CH3:27])[CH3:25])([C:36]1[CH:37]=[CH:38][CH:39]=[CH:40][CH:41]=1)[C:30]1[CH:35]=[CH:34][CH:33]=[CH:32][CH:31]=1. The yield is 0.180. (2) The reactants are [F:1][C:2]1[CH:7]=[CH:6][C:5]([C:8]2[C:12]([C:13](O)=[O:14])=[C:11]([C:16]([F:19])([F:18])[F:17])[O:10][N:9]=2)=[CH:4][CH:3]=1.C1(C2C(C(O)=O)=C(C(F)(F)F)ON=2)C=CC=CC=1. No catalyst specified. The product is [F:1][C:2]1[CH:7]=[CH:6][C:5]([C:8]2[C:12]([CH2:13][OH:14])=[C:11]([C:16]([F:18])([F:17])[F:19])[O:10][N:9]=2)=[CH:4][CH:3]=1. The yield is 0.560. (3) The reactants are Br[CH2:2][C:3]1[CH:8]=[CH:7][C:6]([C:9]2[CH:13]=[C:12]([C:14]([NH2:16])=[O:15])[O:11][N:10]=2)=[CH:5][CH:4]=1.[OH:17][C:18]1[CH:23]=[CH:22][CH:21]=[CH:20][C:19]=1[C:24]([F:27])([F:26])[F:25].C([O-])([O-])=O.[K+].[K+]. The catalyst is CC#N. The product is [F:25][C:24]([F:26])([F:27])[C:19]1[CH:20]=[CH:21][CH:22]=[CH:23][C:18]=1[O:17][CH2:2][C:3]1[CH:8]=[CH:7][C:6]([C:9]2[CH:13]=[C:12]([C:14]([NH2:16])=[O:15])[O:11][N:10]=2)=[CH:5][CH:4]=1. The yield is 0.770. (4) The reactants are [Br:1][C:2]1[CH:3]=[C:4]([CH:31]=[CH:32][CH:33]=1)[CH2:5][N:6]1[C:14]2[C:13](=[O:15])[N:12]([CH3:16])[C:11](=[O:17])[N:10]([CH3:18])[C:9]=2[N:8]=[C:7]1[CH2:19][C:20]1[CH:21]=[C:22]([CH:28]=[CH:29][CH:30]=1)[C:23](OCC)=[O:24].[BH4-].[Li+]. The catalyst is C1COCC1. The product is [Br:1][C:2]1[CH:3]=[C:4]([CH:31]=[CH:32][CH:33]=1)[CH2:5][N:6]1[C:14]2[C:13](=[O:15])[N:12]([CH3:16])[C:11](=[O:17])[N:10]([CH3:18])[C:9]=2[N:8]=[C:7]1[CH2:19][C:20]1[CH:30]=[CH:29][CH:28]=[C:22]([CH2:23][OH:24])[CH:21]=1. The yield is 0.435. (5) The reactants are C(OC([NH:8][CH:9]1[C:18]2[C:13](=[CH:14][CH:15]=[C:16]([NH:19][C:20]([C:22]3[C:31](=[O:32])[C:30]4[C:25](=[CH:26][CH:27]=[CH:28][CH:29]=4)[NH:24][CH:23]=3)=[O:21])[CH:17]=2)[CH2:12][CH2:11][CH2:10]1)=O)(C)(C)C.C(O)(C(F)(F)F)=O. The catalyst is ClCCl. The product is [NH2:8][CH:9]1[C:18]2[C:13](=[CH:14][CH:15]=[C:16]([NH:19][C:20]([C:22]3[C:31](=[O:32])[C:30]4[C:25](=[CH:26][CH:27]=[CH:28][CH:29]=4)[NH:24][CH:23]=3)=[O:21])[CH:17]=2)[CH2:12][CH2:11][CH2:10]1. The yield is 0.930. (6) The reactants are [CH:1]([I:4])(I)I.NC1[N:10]([C:11]2[CH:26]=[CH:25][C:14]([C:15]([NH:17][CH2:18][C:19]3[CH:24]=[CH:23][CH:22]=[CH:21][N:20]=3)=[O:16])=[C:13]([CH3:27])[CH:12]=2)[N:9]=[C:8]([C:28]([F:31])([F:30])[F:29])[C:7]=1[C:32]1[CH:37]=[C:36]([Cl:38])[CH:35]=[C:34]([Cl:39])[CH:33]=1.N(OC(C)(C)C)=O. The catalyst is C(Cl)(Cl)Cl. The product is [Cl:39][C:34]1[CH:33]=[C:32]([C:7]2[C:8]([C:28]([F:31])([F:30])[F:29])=[N:9][N:10]([C:11]3[CH:26]=[CH:25][C:14]([C:15]([NH:17][CH2:18][C:19]4[CH:24]=[CH:23][CH:22]=[CH:21][N:20]=4)=[O:16])=[C:13]([CH3:27])[CH:12]=3)[C:1]=2[I:4])[CH:37]=[C:36]([Cl:38])[CH:35]=1. The yield is 0.460. (7) The reactants are FC(F)(F)S(O[C:7]1[C:8]([CH3:48])([CH3:47])[C@H:9]2[C@:22]([CH3:25])([CH2:23][CH:24]=1)[C@@H:21]1[C@:12]([CH3:46])([C@@:13]3([CH3:45])[C@H:18]([CH2:19][CH2:20]1)[C@H:17]1[C@H:26]([C:29]([CH3:31])=[CH2:30])[CH2:27][CH2:28][C@:16]1([NH:32][CH2:33][CH2:34][N:35]1[CH2:40][CH2:39][CH:38]([S:41]([CH3:44])(=[O:43])=[O:42])[CH2:37][CH2:36]1)[CH2:15][CH2:14]3)[CH2:11][CH2:10]2)(=O)=O.[C:51]([C:53]1([C:68]([O:70][CH3:71])=[O:69])[CH2:58][CH2:57][C:56](B2OC(C)(C)C(C)(C)O2)=[CH:55][CH2:54]1)#[N:52]. No catalyst specified. The product is [C:51]([C:53]1([C:68]([O:70][CH3:71])=[O:69])[CH2:58][CH2:57][C:56]([C:7]2[C:8]([CH3:47])([CH3:48])[C@H:9]3[C@:22]([CH3:25])([CH2:23][CH:24]=2)[C@@H:21]2[C@:12]([CH3:46])([C@@:13]4([CH3:45])[C@H:18]([CH2:19][CH2:20]2)[C@H:17]2[C@H:26]([C:29]([CH3:31])=[CH2:30])[CH2:27][CH2:28][C@:16]2([NH:32][CH2:33][CH2:34][N:35]2[CH2:40][CH2:39][CH:38]([S:41]([CH3:44])(=[O:43])=[O:42])[CH2:37][CH2:36]2)[CH2:15][CH2:14]4)[CH2:11][CH2:10]3)=[CH:55][CH2:54]1)#[N:52]. The yield is 0.610. (8) The reactants are [CH3:1][S:2]([C:5]1[CH:10]=[CH:9][C:8]([OH:11])=[CH:7][CH:6]=1)(=[O:4])=[O:3].Cl[C:13]1[N:18]=[CH:17][N:16]=[C:15]2[N:19]([CH:22]3[CH2:27][CH2:26][N:25]([C:28]4[O:32][N:31]=[C:30]([CH:33]([CH3:35])[CH3:34])[N:29]=4)[CH2:24][CH2:23]3)[N:20]=[CH:21][C:14]=12.C(=O)([O-])[O-].[K+].[K+]. The catalyst is CN(C=O)C. The product is [CH3:1][S:2]([C:5]1[CH:10]=[CH:9][C:8]([O:11][C:21]2[C:14]3[C:15](=[N:16][CH:17]=[N:18][CH:13]=3)[N:19]([CH:22]3[CH2:23][CH2:24][N:25]([C:28]4[O:32][N:31]=[C:30]([CH:33]([CH3:35])[CH3:34])[N:29]=4)[CH2:26][CH2:27]3)[N:20]=2)=[CH:7][CH:6]=1)(=[O:3])=[O:4]. The yield is 0.720. (9) The reactants are [C:1]([N:5]1[CH:9]=[CH:8][C:7]([C:10]2[N:15]=[C:14]([NH:16][C:17]3[C:18]4[N:19]([CH:24]=[CH:25][N:26]=4)[N:20]=[C:21]([Cl:23])[CH:22]=3)[CH:13]=[CH:12][CH:11]=2)=[N:6]1)([CH3:4])([CH3:3])[CH3:2].[C:27]1(B(O)O)[CH:32]=[CH:31][CH:30]=[CH:29][CH:28]=1.CC(C1C=C(C(C)C)C(C2C=CC=CC=2P(C2CCCCC2)C2CCCCC2)=C(C(C)C)C=1)C.C([O-])([O-])=O.[K+].[K+]. The catalyst is O1CCOCC1.O.CO.Cl.C1C=CC(/C=C/C(/C=C/C2C=CC=CC=2)=O)=CC=1.C1C=CC(/C=C/C(/C=C/C2C=CC=CC=2)=O)=CC=1.C1C=CC(/C=C/C(/C=C/C2C=CC=CC=2)=O)=CC=1.[Pd].[Pd]. The product is [ClH:23].[C:1]([N:5]1[CH:9]=[CH:8][C:7]([C:10]2[N:15]=[C:14]([NH:16][C:17]3[C:18]4[N:19]([CH:24]=[CH:25][N:26]=4)[N:20]=[C:21]([C:27]4[CH:32]=[CH:31][CH:30]=[CH:29][CH:28]=4)[CH:22]=3)[CH:13]=[CH:12][CH:11]=2)=[N:6]1)([CH3:4])([CH3:3])[CH3:2]. The yield is 0.390.